From a dataset of Peptide-MHC class I binding affinity with 185,985 pairs from IEDB/IMGT. Regression. Given a peptide amino acid sequence and an MHC pseudo amino acid sequence, predict their binding affinity value. This is MHC class I binding data. (1) The peptide sequence is WEAWWTEY. The MHC is HLA-B40:01 with pseudo-sequence HLA-B40:01. The binding affinity (normalized) is 0.0639. (2) The peptide sequence is AFDLSHFLK. The MHC is HLA-B42:01 with pseudo-sequence HLA-B42:01. The binding affinity (normalized) is 0.226. (3) The peptide sequence is KLQRQYRSPRL. The MHC is H-2-Kd with pseudo-sequence H-2-Kd. The binding affinity (normalized) is 0.151. (4) The peptide sequence is TVASAAQRR. The MHC is HLA-A68:01 with pseudo-sequence HLA-A68:01. The binding affinity (normalized) is 0.674. (5) The peptide sequence is YLQQNWWTL. The MHC is HLA-A24:02 with pseudo-sequence HLA-A24:02. The binding affinity (normalized) is 0.768. (6) The peptide sequence is TIHLATAPK. The binding affinity (normalized) is 0.0847. The MHC is HLA-B58:01 with pseudo-sequence HLA-B58:01. (7) The binding affinity (normalized) is 0.323. The MHC is HLA-A02:02 with pseudo-sequence HLA-A02:02. The peptide sequence is SIVCIVAAVI.